This data is from CYP1A2 inhibition data for predicting drug metabolism from PubChem BioAssay. The task is: Regression/Classification. Given a drug SMILES string, predict its absorption, distribution, metabolism, or excretion properties. Task type varies by dataset: regression for continuous measurements (e.g., permeability, clearance, half-life) or binary classification for categorical outcomes (e.g., BBB penetration, CYP inhibition). Dataset: cyp1a2_veith. The compound is COc1ccc(C(=O)N2CCC3(CCCN(Cc4ccncc4)C3)CC2)cc1. The result is 0 (non-inhibitor).